This data is from Reaction yield outcomes from USPTO patents with 853,638 reactions. The task is: Predict the reaction yield, written as a fraction of the theoretical maximum amount of product (1.0 means a 100% yield; for example, 0.34 means a 34% yield). (1) The reactants are O[CH2:2][C:3]1[CH:8]=[C:7]([I:9])[CH:6]=[CH:5][C:4]=1[OH:10].[BrH:11].[C:12]1([P:18]([C:25]2[CH:30]=[CH:29][CH:28]=[CH:27][CH:26]=2)[C:19]2[CH:24]=[CH:23][CH:22]=[CH:21][CH:20]=2)[CH:17]=[CH:16][CH:15]=[CH:14][CH:13]=1. The catalyst is C(#N)C. The product is [Br-:11].[OH:10][C:4]1[CH:5]=[CH:6][C:7]([I:9])=[CH:8][C:3]=1[CH2:2][P+:18]([C:19]1[CH:20]=[CH:21][CH:22]=[CH:23][CH:24]=1)([C:25]1[CH:30]=[CH:29][CH:28]=[CH:27][CH:26]=1)[C:12]1[CH:13]=[CH:14][CH:15]=[CH:16][CH:17]=1. The yield is 0.610. (2) The reactants are [CH3:1][O:2][C:3]1[CH:4]=[C:5]([NH:9][C:10]2[CH:15]=[CH:14][C:13]([NH2:16])=[CH:12][CH:11]=2)[CH:6]=[CH:7][CH:8]=1.Cl[C:18]1[C:19]2[S:26][C:25]([C:27]3[CH:32]=[CH:31][CH:30]=[CH:29][CH:28]=3)=[CH:24][C:20]=2[N:21]=[CH:22][N:23]=1. No catalyst specified. The product is [CH3:1][O:2][C:3]1[CH:4]=[C:5]([NH:9][C:10]2[CH:11]=[CH:12][C:13]([NH:16][C:18]3[C:19]4[S:26][C:25]([C:27]5[CH:32]=[CH:31][CH:30]=[CH:29][CH:28]=5)=[CH:24][C:20]=4[N:21]=[CH:22][N:23]=3)=[CH:14][CH:15]=2)[CH:6]=[CH:7][CH:8]=1. The yield is 0.170. (3) The reactants are [Cl:1][C:2]1[CH:3]=[N:4][C:5]2[C:10]([C:11]=1[C:12]#[N:13])=[N:9][C:8]([O:14][CH3:15])=[CH:7][CH:6]=2.[OH-:16].[Na+]. The catalyst is C(OCC)(=O)C. The product is [Cl:1][C:2]1[CH:3]=[N:4][C:5]2[C:10]([C:11]=1[C:12]([NH2:13])=[O:16])=[N:9][C:8]([O:14][CH3:15])=[CH:7][CH:6]=2. The yield is 0.640. (4) The reactants are Cl[C:2]1[N:7]2[N:8]=[CH:9][CH:10]=[C:6]2[N:5]=[C:4]([NH:11][C:12](=[O:23])[C:13]2[CH:18]=[CH:17][C:16]([C:19]([OH:22])([CH3:21])[CH3:20])=[CH:15][CH:14]=2)[CH:3]=1.[CH:24](/B(O)O)=[CH:25]\[C:26]1[CH:31]=[CH:30][CH:29]=[CH:28][CH:27]=1.O1CCOCC1. The catalyst is CO.C1C=CC(P(C2C=CC=CC=2)[C-]2C=CC=C2)=CC=1.C1C=CC(P(C2C=CC=CC=2)[C-]2C=CC=C2)=CC=1.Cl[Pd]Cl.[Fe+2]. The product is [OH:22][C:19]([C:16]1[CH:17]=[CH:18][C:13]([C:12]([NH:11][C:4]2[CH:3]=[C:2](/[CH:24]=[CH:25]/[C:26]3[CH:31]=[CH:30][CH:29]=[CH:28][CH:27]=3)[N:7]3[N:8]=[CH:9][CH:10]=[C:6]3[N:5]=2)=[O:23])=[CH:14][CH:15]=1)([CH3:21])[CH3:20]. The yield is 0.100. (5) The reactants are [OH:1][C:2]1[C:19]([O:20][CH3:21])=[CH:18][C:17]2[C@@H:16]3[C@H:7]([C@H:8]4[C@@:12]([CH2:14][CH2:15]3)([CH3:13])[C:11](=O)[CH2:10][CH2:9]4)[CH2:6][CH2:5][C:4]=2[CH:3]=1.COC1C=CC(P2(SP(C3C=CC(OC)=CC=3)(=S)S2)=[S:32])=CC=1.O. The catalyst is C1(C)C=CC=CC=1. The product is [OH:1][C:2]1[C:19]([O:20][CH3:21])=[CH:18][C:17]2[C@@H:16]3[C@H:7]([C@H:8]4[C@@:12]([CH2:14][CH2:15]3)([CH3:13])[C:11](=[S:32])[CH2:10][CH2:9]4)[CH2:6][CH2:5][C:4]=2[CH:3]=1. The yield is 0.360.